This data is from Peptide-MHC class II binding affinity with 134,281 pairs from IEDB. The task is: Regression. Given a peptide amino acid sequence and an MHC pseudo amino acid sequence, predict their binding affinity value. This is MHC class II binding data. (1) The peptide sequence is GELQIVDKIDAAFAI. The MHC is DRB1_0401 with pseudo-sequence DRB1_0401. The binding affinity (normalized) is 0.610. (2) The peptide sequence is GELRIVDKIDAAFKI. The MHC is DRB3_0202 with pseudo-sequence DRB3_0202. The binding affinity (normalized) is 0.305. (3) The peptide sequence is VFGYRKPLDNIKDNV. The MHC is HLA-DQA10101-DQB10501 with pseudo-sequence HLA-DQA10101-DQB10501. The binding affinity (normalized) is 0.340. (4) The peptide sequence is WGNGCGLFGKGSIVA. The MHC is DRB1_0404 with pseudo-sequence DRB1_0404. The binding affinity (normalized) is 0.104. (5) The peptide sequence is MKNIFMLTLFILIIT. The MHC is DRB4_0101 with pseudo-sequence DRB4_0103. The binding affinity (normalized) is 0.396.